This data is from Full USPTO retrosynthesis dataset with 1.9M reactions from patents (1976-2016). The task is: Predict the reactants needed to synthesize the given product. (1) Given the product [Cl:11][C:12]1[CH:13]=[C:14]([C:22]2[N:26]=[C:25]([C:27]3[CH:28]=[CH:29][C:30]([C@@H:33]4[CH2:2][C@H:34]4[C:35]([O:37][CH3:38])=[O:36])=[CH:31][CH:32]=3)[O:24][N:23]=2)[CH:15]=[CH:16][C:17]=1[O:18][CH:19]([CH3:21])[CH3:20], predict the reactants needed to synthesize it. The reactants are: [I-].[CH3:2][S+](C)(C)=O.[H-].[Na+].[H][H].[Cl:11][C:12]1[CH:13]=[C:14]([C:22]2[N:26]=[C:25]([C:27]3[CH:32]=[CH:31][C:30](/[CH:33]=[CH:34]\[C:35]([O:37][CH3:38])=[O:36])=[CH:29][CH:28]=3)[O:24][N:23]=2)[CH:15]=[CH:16][C:17]=1[O:18][CH:19]([CH3:21])[CH3:20]. (2) Given the product [NH2:11][C:12](=[O:40])[C:13]([CH:15]([NH:20][C:21](=[O:22])[C:23]1[CH:28]=[CH:27][CH:26]=[N:25][C:24]=1[N:29]1[CH:33]=[C:32]([C:34]2[CH:35]=[CH:36][CH:37]=[CH:38][CH:39]=2)[CH:31]=[N:30]1)[CH2:16][CH2:17][CH2:18][CH3:19])=[O:14], predict the reactants needed to synthesize it. The reactants are: C(Cl)CCl.ClC(Cl)C(O)=O.[NH2:11][C:12](=[O:40])[CH:13]([CH:15]([NH:20][C:21]([C:23]1[C:24]([N:29]2[CH:33]=[C:32]([C:34]3[CH:39]=[CH:38][CH:37]=[CH:36][CH:35]=3)[CH:31]=[N:30]2)=[N:25][CH:26]=[CH:27][CH:28]=1)=[O:22])[CH2:16][CH2:17][CH2:18][CH3:19])[OH:14].O. (3) Given the product [C:1]([C:5]1[CH:6]=[CH:7][C:8]([C:11]2[C:12]([CH3:24])=[CH:13][C:14]([SH:18])=[CH:15][C:16]=2[CH3:17])=[CH:9][CH:10]=1)([CH3:4])([CH3:3])[CH3:2], predict the reactants needed to synthesize it. The reactants are: [C:1]([C:5]1[CH:10]=[CH:9][C:8]([C:11]2[C:16]([CH3:17])=[CH:15][C:14]([S:18]C(=O)N(C)C)=[CH:13][C:12]=2[CH3:24])=[CH:7][CH:6]=1)([CH3:4])([CH3:3])[CH3:2].C[O-].[Na+].Cl. (4) Given the product [CH3:46][O:45][C:43](=[O:44])[NH:1][CH2:2][C:3]1[CH:8]=[CH:7][CH:6]=[C:5]([C:9]2[CH:10]=[CH:11][C:12]3[C:17](=[CH:16][C:15]([N:19]4[CH2:20][C:21](=[O:26])[NH:22][S:23]4(=[O:25])=[O:24])=[C:14]([O:27][CH2:28][C:29]4[CH:30]=[CH:31][CH:32]=[CH:33][CH:34]=4)[CH:13]=3)[CH:18]=2)[CH:4]=1, predict the reactants needed to synthesize it. The reactants are: [NH2:1][CH2:2][C:3]1[CH:4]=[C:5]([C:9]2[CH:18]=[C:17]3[C:12]([CH:13]=[C:14]([O:27][CH2:28][C:29]4[CH:34]=[CH:33][CH:32]=[CH:31][CH:30]=4)[C:15]([N:19]4[S:23](=[O:25])(=[O:24])[NH:22][C:21](=[O:26])[CH2:20]4)=[CH:16]3)=[CH:11][CH:10]=2)[CH:6]=[CH:7][CH:8]=1.C(N(CC)CC)C.Cl[C:43]([O:45][CH3:46])=[O:44]. (5) Given the product [Cl:12][CH2:13][CH2:14][O:15][C:16]1[CH:21]=[CH:20][C:19](/[C:22](/[C:24]2[CH:29]=[CH:28][C:27]([OH:30])=[CH:26][CH:25]=2)=[C:8](\[C:5]2[CH:4]=[CH:3][C:2]([OH:1])=[N:7][CH:6]=2)/[CH2:9][CH3:10])=[CH:18][CH:17]=1, predict the reactants needed to synthesize it. The reactants are: [OH:1][C:2]1[N:7]=[CH:6][C:5]([C:8](=O)[CH2:9][CH3:10])=[CH:4][CH:3]=1.[Cl:12][CH2:13][CH2:14][O:15][C:16]1[CH:21]=[CH:20][C:19]([C:22]([C:24]2[CH:29]=[CH:28][C:27]([OH:30])=[CH:26][CH:25]=2)=O)=[CH:18][CH:17]=1. (6) Given the product [CH3:12][CH:13]1[NH:14][CH2:15][CH2:16][N:17]([C:2]2[C:7]([C:8]([F:11])([F:10])[F:9])=[CH:6][CH:5]=[CH:4][N:3]=2)[CH2:18]1, predict the reactants needed to synthesize it. The reactants are: Cl[C:2]1[C:7]([C:8]([F:11])([F:10])[F:9])=[CH:6][CH:5]=[CH:4][N:3]=1.[CH3:12][C@@H:13]1[CH2:18][NH:17][CH2:16][CH2:15][NH:14]1.C([O-])([O-])=O.[K+].[K+].CO.C(Cl)(Cl)Cl. (7) Given the product [C:1]([C:5]1[CH:6]=[C:7]([NH:26][C:27](=[O:57])[NH:28][CH2:29][C:30]2[CH:56]=[CH:55][CH:54]=[CH:53][C:31]=2[CH2:32][O:33][C:34]2[CH:39]=[C:38]([CH3:40])[N:37]([C:41]3[CH:42]=[C:43]([CH:47]=[CH:48][C:49]=3[CH3:50])[C:44]([NH:68][CH2:64][CH2:65][N:66]([CH3:69])[CH3:67])=[O:46])[C:36](=[O:51])[C:35]=2[Cl:52])[N:8]([C:10]2[CH:15]=[CH:14][CH:13]=[C:12]([O:16][CH2:17][CH2:18][O:19][CH:20]3[CH2:25][CH2:24][CH2:23][CH2:22][O:21]3)[CH:11]=2)[N:9]=1)([CH3:4])([CH3:3])[CH3:2], predict the reactants needed to synthesize it. The reactants are: [C:1]([C:5]1[CH:6]=[C:7]([NH:26][C:27](=[O:57])[NH:28][CH2:29][C:30]2[CH:56]=[CH:55][CH:54]=[CH:53][C:31]=2[CH2:32][O:33][C:34]2[CH:39]=[C:38]([CH3:40])[N:37]([C:41]3[CH:42]=[C:43]([CH:47]=[CH:48][C:49]=3[CH3:50])[C:44]([OH:46])=O)[C:36](=[O:51])[C:35]=2[Cl:52])[N:8]([C:10]2[CH:15]=[CH:14][CH:13]=[C:12]([O:16][CH2:17][CH2:18][O:19][CH:20]3[CH2:25][CH2:24][CH2:23][CH2:22][O:21]3)[CH:11]=2)[N:9]=1)([CH3:4])([CH3:3])[CH3:2].CNCCNC.[CH:64]1[N:68]=[CH:67][N:66]([C:69](N2C=NC=C2)=O)[CH:65]=1.